This data is from Catalyst prediction with 721,799 reactions and 888 catalyst types from USPTO. The task is: Predict which catalyst facilitates the given reaction. (1) Reactant: [O:1]1[C:5]2[CH:6]=[CH:7][CH:8]=[CH:9][C:4]=2[CH2:3][CH2:2]1.[Cl-].[Al+3].[Cl-].[Cl-].[Cl:14][CH2:15][CH2:16][CH2:17][CH2:18][C:19](Cl)=[O:20]. Product: [Cl:14][CH2:15][CH2:16][CH2:17][CH2:18][C:19]([C:8]1[CH:7]=[CH:6][C:5]2[O:1][CH2:2][CH2:3][C:4]=2[CH:9]=1)=[O:20]. The catalyst class is: 11. (2) Reactant: [CH3:1][O:2][CH2:3][CH2:4][N:5]1[C:9]2[CH:10]=[CH:11][C:12]([C:14](O)=[O:15])=[CH:13][C:8]=2[N:7]=[C:6]1[NH:17][C:18]1[S:19][C:20]2[CH:26]=[C:25]([O:27][C:28]([F:31])([F:30])[F:29])[CH:24]=[CH:23][C:21]=2[N:22]=1.[NH2:32][CH2:33][C:34]([N:36]1[CH2:41][CH2:40][N:39]([CH3:42])[CH2:38][CH2:37]1)=[O:35].CN(C(ON1N=NC2C=CC=CC1=2)=[N+](C)C)C.F[P-](F)(F)(F)(F)F.CCN(C(C)C)C(C)C. Product: [CH3:42][N:39]1[CH2:40][CH2:41][N:36]([C:34](=[O:35])[CH2:33][NH:32][C:14]([C:12]2[CH:11]=[CH:10][C:9]3[N:5]([CH2:4][CH2:3][O:2][CH3:1])[C:6]([NH:17][C:18]4[S:19][C:20]5[CH:26]=[C:25]([O:27][C:28]([F:31])([F:29])[F:30])[CH:24]=[CH:23][C:21]=5[N:22]=4)=[N:7][C:8]=3[CH:13]=2)=[O:15])[CH2:37][CH2:38]1. The catalyst class is: 3. (3) Reactant: [F:1][C:2]1[CH:3]=[C:4]([C@@H:9]([NH:11][C:12](=[O:29])[C:13]2[CH:18]=[CH:17][CH:16]=[N:15][C:14]=2[NH:19][C@H:20]([C:23]2[CH:28]=[CH:27][CH:26]=[CH:25][CH:24]=2)[CH2:21][OH:22])[CH3:10])[CH:5]=[CH:6][C:7]=1[F:8].F[C:31]1[CH:32]=[CH:33][C:34]([N+:40]([O-:42])=[O:41])=[C:35]([CH:39]=1)[C:36]([OH:38])=[O:37].[H-].[Na+]. Product: [F:1][C:2]1[CH:3]=[C:4]([C@@H:9]([NH:11][C:12]([C:13]2[C:14]([NH:19][C@H:20]([C:23]3[CH:28]=[CH:27][CH:26]=[CH:25][CH:24]=3)[CH2:21][O:22][C:31]3[CH:32]=[CH:33][C:34]([N+:40]([O-:42])=[O:41])=[C:35]([CH:39]=3)[C:36]([OH:38])=[O:37])=[N:15][CH:16]=[CH:17][CH:18]=2)=[O:29])[CH3:10])[CH:5]=[CH:6][C:7]=1[F:8]. The catalyst class is: 9. (4) Reactant: C([O:4][C@@H:5]1[CH2:10][CH2:9][CH2:8][CH2:7][C@H:6]1[N:11]1[C:15]2[CH:16]=[C:17]([Cl:21])[C:18]([Cl:20])=[CH:19][C:14]=2[N:13]=[C:12]1[Br:22])(=O)C.N. Product: [Br:22][C:12]1[N:11]([C@@H:6]2[CH2:7][CH2:8][CH2:9][CH2:10][C@H:5]2[OH:4])[C:15]2[CH:16]=[C:17]([Cl:21])[C:18]([Cl:20])=[CH:19][C:14]=2[N:13]=1. The catalyst class is: 5.